Dataset: Catalyst prediction with 721,799 reactions and 888 catalyst types from USPTO. Task: Predict which catalyst facilitates the given reaction. (1) Reactant: [CH2:1]([C:3]1[CH:10]=[CH:9][C:6]([CH2:7]Br)=[CH:5][CH:4]=1)[CH3:2].[C:11](#[N:15])[CH2:12][C:13]#[N:14].C(=O)([O-])[O-].[K+].[K+].O. Product: [CH2:1]([C:3]1[CH:10]=[CH:9][C:6]([CH2:7][CH:12]([C:11]#[N:15])[C:13]#[N:14])=[CH:5][CH:4]=1)[CH3:2]. The catalyst class is: 596. (2) Reactant: [C:1]([O:5][C:6]([N:8]1[CH2:13][CH2:12][CH2:11][CH:10]([C:14]2[CH:19]=[CH:18][C:17]([NH:20][C:21]3[N:26]=[C:25]([CH2:27][CH2:28][C:29]4[CH:34]=[CH:33][CH:32]=[CH:31][C:30]=4[CH2:35][C:36]([O-])=[O:37])[C:24]([C:39]([F:42])([F:41])[F:40])=[CH:23][N:22]=3)=[CH:16][CH:15]=2)[CH2:9]1)=[O:7])([CH3:4])([CH3:3])[CH3:2].[Li+].O[N:45]1C2C=CC=CC=2N=N1.CCN=C=NCCCN(C)C.Cl.C(N(CC)C(C)C)(C)C.C(=O)([O-])[O-].[NH4+].[NH4+]. Product: [NH2:45][C:36](=[O:37])[CH2:35][C:30]1[CH:31]=[CH:32][CH:33]=[CH:34][C:29]=1[CH2:28][CH2:27][C:25]1[C:24]([C:39]([F:40])([F:41])[F:42])=[CH:23][N:22]=[C:21]([NH:20][C:17]2[CH:18]=[CH:19][C:14]([CH:10]3[CH2:11][CH2:12][CH2:13][N:8]([C:6]([O:5][C:1]([CH3:4])([CH3:2])[CH3:3])=[O:7])[CH2:9]3)=[CH:15][CH:16]=2)[N:26]=1. The catalyst class is: 118.